This data is from Reaction yield outcomes from USPTO patents with 853,638 reactions. The task is: Predict the reaction yield, written as a fraction of the theoretical maximum amount of product (1.0 means a 100% yield; for example, 0.34 means a 34% yield). (1) The reactants are Cl[CH2:2][C:3]1[CH:8]=[CH:7][C:6]([C:9]2[C:10]([C:28]([F:31])([F:30])[F:29])=[C:11]([CH2:15][O:16][CH:17]3[CH2:20][N:19]([C:21]([NH:23][C:24]([CH3:27])([CH3:26])[CH3:25])=[O:22])[CH2:18]3)[CH:12]=[CH:13][CH:14]=2)=[CH:5][CH:4]=1.[CH:32]1([CH2:35][NH2:36])[CH2:34][CH2:33]1. No catalyst specified. The product is [CH:32]1([CH2:35][NH:36][CH2:2][C:3]2[CH:8]=[CH:7][C:6]([C:9]3[C:10]([C:28]([F:31])([F:30])[F:29])=[C:11]([CH2:15][O:16][CH:17]4[CH2:20][N:19]([C:21]([NH:23][C:24]([CH3:27])([CH3:26])[CH3:25])=[O:22])[CH2:18]4)[CH:12]=[CH:13][CH:14]=3)=[CH:5][CH:4]=2)[CH2:34][CH2:33]1. The yield is 0.980. (2) The reactants are [C:1]([O:5][C:6]([N:8]1[C@@H:12]([CH2:13][CH2:14][C:15]2[CH:20]=[CH:19][C:18]([NH2:21])=[CH:17][CH:16]=2)[CH2:11][O:10][C:9]1([CH3:23])[CH3:22])=[O:7])([CH3:4])([CH3:3])[CH3:2].[Cl:24][C:25]1[CH:33]=[CH:32][C:28]([C:29](O)=[O:30])=[CH:27][CH:26]=1.CN1CCOCC1.CN(C(ON1N=NC2C=CC=CC1=2)=[N+](C)C)C.[B-](F)(F)(F)F. The catalyst is C1COCC1. The product is [C:1]([O:5][C:6]([N:8]1[C@@H:12]([CH2:13][CH2:14][C:15]2[CH:16]=[CH:17][C:18]([NH:21][C:29](=[O:30])[C:28]3[CH:32]=[CH:33][C:25]([Cl:24])=[CH:26][CH:27]=3)=[CH:19][CH:20]=2)[CH2:11][O:10][C:9]1([CH3:23])[CH3:22])=[O:7])([CH3:4])([CH3:2])[CH3:3]. The yield is 0.890. (3) The reactants are C[O:2][C:3]1[C:8]([NH2:9])=[CH:7][CH:6]=[CH:5][C:4]=1[C:10]1[CH:15]=[CH:14][CH:13]=[C:12]([C:16]([OH:18])=[O:17])[CH:11]=1.[BrH:19]. No catalyst specified. The product is [BrH:19].[NH2:9][C:8]1[C:3]([OH:2])=[C:4]([C:10]2[CH:15]=[CH:14][CH:13]=[C:12]([C:16]([OH:18])=[O:17])[CH:11]=2)[CH:5]=[CH:6][CH:7]=1. The yield is 0.888. (4) The reactants are [CH2:1]([CH:3]1[CH:7]([C:8]2[N:12]3[C:13]4[CH:19]=[CH:18][N:17](COCC[Si](C)(C)C)[C:14]=4[N:15]=[CH:16][C:11]3=[N:10][N:9]=2)[CH2:6][CH:5]([O:28][C:29]2[N:30]=[CH:31][C:32]([C:35]#[N:36])=[N:33][CH:34]=2)[CH2:4]1)[CH3:2].C(O)(C(F)(F)F)=O.[OH-].[NH4+].O. The catalyst is C(Cl)Cl. The product is [CH2:1]([CH:3]1[CH:7]([C:8]2[N:12]3[C:13]4[CH:19]=[CH:18][NH:17][C:14]=4[N:15]=[CH:16][C:11]3=[N:10][N:9]=2)[CH2:6][CH:5]([O:28][C:29]2[N:30]=[CH:31][C:32]([C:35]#[N:36])=[N:33][CH:34]=2)[CH2:4]1)[CH3:2]. The yield is 0.870. (5) The reactants are Br[C:2]1[CH:11]=[C:10]2[C:5]([CH2:6][O:7][C:8]2=[O:9])=[CH:4][CH:3]=1.[CH2:12]([OH:15])[C:13]#[CH:14].C(N(CC)CC)C.CO. The catalyst is CN(C=O)C.[Cu]I.C1C=CC([P]([Pd]([P](C2C=CC=CC=2)(C2C=CC=CC=2)C2C=CC=CC=2)([P](C2C=CC=CC=2)(C2C=CC=CC=2)C2C=CC=CC=2)[P](C2C=CC=CC=2)(C2C=CC=CC=2)C2C=CC=CC=2)(C2C=CC=CC=2)C2C=CC=CC=2)=CC=1.O. The product is [OH:15][CH2:12][C:13]#[C:14][C:2]1[CH:11]=[C:10]2[C:5]([CH2:6][O:7][C:8]2=[O:9])=[CH:4][CH:3]=1. The yield is 0.310. (6) The reactants are [CH3:1][O:2][C:3]1[C:4]([CH3:25])=[C:5]([C:16]([O:23][CH3:24])=[C:17]([O:21][CH3:22])[C:18]=1[O:19][CH3:20])[CH2:6][C:7]1[CH:14]=[CH:13][C:10]([CH:11]=[O:12])=[C:9]([OH:15])[CH:8]=1.C(=O)([O-])[O-].[Na+].[Na+].[CH2:32](Br)[C:33]1[CH:38]=[CH:37][CH:36]=[CH:35][CH:34]=1. The catalyst is CC(C)=O. The product is [CH3:1][O:2][C:3]1[C:4]([CH3:25])=[C:5]([C:16]([O:23][CH3:24])=[C:17]([O:21][CH3:22])[C:18]=1[O:19][CH3:20])[CH2:6][C:7]1[CH:14]=[CH:13][C:10]([CH:11]=[O:12])=[C:9]([O:15][CH2:32][C:33]2[CH:38]=[CH:37][CH:36]=[CH:35][CH:34]=2)[CH:8]=1. The yield is 0.930.